Dataset: Forward reaction prediction with 1.9M reactions from USPTO patents (1976-2016). Task: Predict the product of the given reaction. (1) The product is: [Br:3][C:4]1[CH:5]=[C:6]([C:7]([Br:10])=[CH:8][CH:9]=1)[CH2:11][Br:1]. Given the reactants [Br:1]Br.[Br:3][C:4]1[CH:5]=[C:6]([CH3:11])[C:7]([Br:10])=[CH:8][CH:9]=1, predict the reaction product. (2) Given the reactants [O:1]1[C:5]2([CH2:10][CH2:9][CH:8]([OH:11])[CH2:7][CH2:6]2)[O:4][CH2:3][CH2:2]1.[H-].[Na+].Br[CH2:15][CH2:16][CH3:17].CO, predict the reaction product. The product is: [CH2:15]([O:11][CH:8]1[CH2:9][CH2:10][C:5]2([O:4][CH2:3][CH2:2][O:1]2)[CH2:6][CH2:7]1)[CH2:16][CH3:17]. (3) Given the reactants [N:1]1[CH:6]=[CH:5][C:4]([NH2:7])=[CH:3][CH:2]=1.C[Si]([N-][Si](C)(C)C)(C)C.[Na+].[Br-].Cl[C:20]1[C:25]2=[C:26]([CH2:29][N+](CC)(CC)CC)[CH:27]=[CH:28][N:24]2[N:23]=[CH:22][N:21]=1.C(OC(=O)[NH:43][CH:44]1[CH2:49][CH2:48][NH:47][CH2:46][CH2:45]1)(C)(C)C, predict the reaction product. The product is: [NH2:7][CH:4]1[CH2:5][CH2:6][N:1]([CH2:29][C:26]2[CH:27]=[CH:28][N:24]3[C:25]=2[C:20]([NH:43][C:44]2[CH:49]=[CH:48][N:47]=[CH:46][CH:45]=2)=[N:21][CH:22]=[N:23]3)[CH2:2][CH2:3]1. (4) Given the reactants [NH2:1][C:2]1[CH:3]=[CH:4][C:5]2[S:9][C:8]([C:10]3[C:11]([NH2:25])=[N:12][CH:13]=[C:14]([B:16]4[O:20][C:19]([CH3:22])([CH3:21])[C:18]([CH3:24])([CH3:23])[O:17]4)[CH:15]=3)=[CH:7][C:6]=2[CH:26]=1.[C:27]1([CH3:36])[CH:32]=[CH:31][CH:30]=[C:29]([N:33]=[C:34]=[O:35])[CH:28]=1, predict the reaction product. The product is: [NH2:25][C:11]1[C:10]([C:8]2[S:9][C:5]3[CH:4]=[CH:3][C:2]([NH:1][C:34]([NH:33][C:29]4[CH:30]=[CH:31][CH:32]=[C:27]([CH3:36])[CH:28]=4)=[O:35])=[CH:26][C:6]=3[CH:7]=2)=[CH:15][C:14]([B:16]2[O:20][C:19]([CH3:22])([CH3:21])[C:18]([CH3:24])([CH3:23])[O:17]2)=[CH:13][N:12]=1. (5) Given the reactants [CH3:1][O:2][C:3](=[O:15])[CH:4]=[CH:5][C:6]1[CH:7]=[C:8]2[C:12](=[CH:13][CH:14]=1)[NH:11][CH:10]=[CH:9]2.C([N-]C(C)C)(C)C.[Li+].C(NC(C)C)(C)C.C([Li])CCC.[C:36]1([S:42](Cl)(=[O:44])=[O:43])[CH:41]=[CH:40][CH:39]=[CH:38][CH:37]=1.C(=O)(O)[O-].[Na+].[K+].[Br-], predict the reaction product. The product is: [CH3:1][O:2][C:3](=[O:15])[CH:4]=[CH:5][C:6]1[CH:7]=[C:8]2[C:12](=[CH:13][CH:14]=1)[N:11]([S:42]([C:36]1[CH:41]=[CH:40][CH:39]=[CH:38][CH:37]=1)(=[O:44])=[O:43])[CH:10]=[CH:9]2. (6) Given the reactants Cl.FC(F)(C1C=CC(C)=CC=1)[C:4]([NH:6][C@H:7]1[CH2:11][CH2:10][C@H:9]([NH:12][C:13](=[O:19])[O:14][C:15]([CH3:18])([CH3:17])[CH3:16])[CH2:8]1)=[O:5].CCO[C:31]([CH3:33])=[O:32], predict the reaction product. The product is: [C@H:7]1([NH:6][C:4](=[O:5])[O:32][CH2:31][C:33]2[CH:10]=[CH:11][CH:7]=[CH:8][CH:9]=2)[CH2:11][CH2:10][C@H:9]([NH:12][C:13](=[O:19])[O:14][C:15]([CH3:16])([CH3:17])[CH3:18])[CH2:8]1. (7) The product is: [F:1][C:2]1[CH:7]=[C:6]([F:8])[C:5]([F:9])=[CH:4][C:3]=1[CH:10]1[CH2:19][CH2:18][C:13]2([O:14][CH2:15][CH2:16][O:17]2)[CH2:12][CH:11]1[C:20]([O:22][CH3:23])=[O:21]. Given the reactants [F:1][C:2]1[CH:7]=[C:6]([F:8])[C:5]([F:9])=[CH:4][C:3]=1[C:10]1[CH2:19][CH2:18][C:13]2([O:17][CH2:16][CH2:15][O:14]2)[CH2:12][C:11]=1[C:20]([O:22][CH3:23])=[O:21].[Mg], predict the reaction product. (8) Given the reactants [Br:1][C:2]1[CH:7]=[CH:6][C:5]([Br:8])=[CH:4][C:3]=1Br.[C:10]1(=[O:14])[CH2:13][CH2:12][CH2:11]1.[NH4+].[Cl-], predict the reaction product. The product is: [Br:1][C:2]1[CH:7]=[CH:6][C:5]([Br:8])=[CH:4][C:3]=1[C:10]1([OH:14])[CH2:13][CH2:12][CH2:11]1.